This data is from TCR-epitope binding with 47,182 pairs between 192 epitopes and 23,139 TCRs. The task is: Binary Classification. Given a T-cell receptor sequence (or CDR3 region) and an epitope sequence, predict whether binding occurs between them. (1) The epitope is LEPLVDLPI. The TCR CDR3 sequence is CASSWTSYEQYF. Result: 1 (the TCR binds to the epitope). (2) The epitope is VLAWLYAAV. The TCR CDR3 sequence is CASTSDRGLYEQYF. Result: 0 (the TCR does not bind to the epitope).